Dataset: Full USPTO retrosynthesis dataset with 1.9M reactions from patents (1976-2016). Task: Predict the reactants needed to synthesize the given product. (1) Given the product [C:11]([NH:14][C@H:9]([C:20]([OH:15])=[O:2])[CH2:8][CH2:7][S:6][CH3:5])(=[O:13])[CH3:12], predict the reactants needed to synthesize it. The reactants are: [C]=[O:2].[H][H].[CH3:5][S:6][CH2:7][CH2:8][CH:9]=O.[C:11]([NH2:14])(=[O:13])[CH3:12].[O:15]1[CH2:20]COCC1. (2) Given the product [CH3:17][O:16][C:14]1[CH:13]=[CH:12][C:11]([CH:18]2[CH2:27][CH2:26][C:25]3[CH:24]=[C:23]([OH:28])[CH:22]=[CH:21][C:20]=3[CH2:19]2)=[C:10]([NH:9][CH2:8][CH2:6][C:5]2[CH:35]=[CH:36][C:2]([O:1][CH2:38][CH2:39][N:41]([CH2:43][CH2:44][O:45][CH3:46])[CH3:42])=[CH:3][CH:4]=2)[CH:15]=1, predict the reactants needed to synthesize it. The reactants are: [OH:1][C:2]1[CH:36]=[CH:35][C:5]([C:6]([CH2:8][NH:9][C:10]2[CH:15]=[C:14]([O:16][CH3:17])[CH:13]=[CH:12][C:11]=2[CH:18]2[CH2:27][CH2:26][C:25]3[CH:24]=[C:23]([O:28]C(=O)C(C)(C)C)[CH:22]=[CH:21][C:20]=3[CH2:19]2)=O)=[CH:4][CH:3]=1.Cl[CH2:38][C:39]([N:41]([CH2:43][CH2:44][O:45][CH3:46])[CH3:42])=O. (3) Given the product [CH3:1][O:2][C:3]([CH:5]1[CH2:9][C:8](=[O:10])[N:7]([C:11]2[CH:12]=[CH:13][C:14]([O:17][CH2:21][C:20]3[CH:23]=[CH:24][CH:25]=[CH:26][C:19]=3[F:18])=[CH:15][CH:16]=2)[CH2:6]1)=[O:4], predict the reactants needed to synthesize it. The reactants are: [CH3:1][O:2][C:3]([CH:5]1[CH2:9][C:8](=[O:10])[N:7]([C:11]2[CH:16]=[CH:15][C:14]([OH:17])=[CH:13][CH:12]=2)[CH2:6]1)=[O:4].[F:18][C:19]1[CH:26]=[CH:25][CH:24]=[CH:23][C:20]=1[CH2:21]Br.C(=O)([O-])[O-].[Cs+].[Cs+]. (4) Given the product [NH2:25][C:23]1[CH:22]=[C:21]([CH3:28])[C:3]([O:4][C:5]2[CH:10]=[CH:9][C:8]([OH:11])=[C:7]([CH2:12][O:13][C:14]3[CH:19]=[CH:18][C:17]([F:20])=[CH:16][CH:15]=3)[CH:6]=2)=[C:2]([Cl:1])[CH:24]=1, predict the reactants needed to synthesize it. The reactants are: [Cl:1][C:2]1[CH:24]=[C:23]([N+:25]([O-])=O)[CH:22]=[C:21]([CH3:28])[C:3]=1[O:4][C:5]1[CH:10]=[CH:9][C:8]([OH:11])=[C:7]([CH2:12][O:13][C:14]2[CH:19]=[CH:18][C:17]([F:20])=[CH:16][CH:15]=2)[CH:6]=1.